Dataset: Reaction yield outcomes from USPTO patents with 853,638 reactions. Task: Predict the reaction yield, written as a fraction of the theoretical maximum amount of product (1.0 means a 100% yield; for example, 0.34 means a 34% yield). (1) The product is [CH3:1][O:2][C:3](=[O:44])[CH2:4][CH2:5][CH2:6]/[CH:7]=[CH:8]\[CH2:9][C@H:10]1[C:14](=[O:15])[CH2:13][C@@H:12]([O:16][Si:17]([C:20]([CH3:22])([CH3:21])[CH3:23])([CH3:18])[CH3:19])[C@@H:11]1/[CH:24]=[CH:25]/[C@@H:26]([O:36][Si:37]([C:40]([CH3:43])([CH3:42])[CH3:41])([CH3:38])[CH3:39])[CH2:27][CH2:28][C:29]1[S:30][C:31]([CH3:35])=[C:32]([Br:34])[CH:33]=1. The catalyst is ClCCl.CCC[N+](CCC)(CCC)CCC.[O-][Ru](=O)(=O)=O. The yield is 0.840. The reactants are [CH3:1][O:2][C:3](=[O:44])[CH2:4][CH2:5][CH2:6]/[CH:7]=[CH:8]\[CH2:9][C@H:10]1[C@@H:14]([OH:15])[CH2:13][C@@H:12]([O:16][Si:17]([C:20]([CH3:23])([CH3:22])[CH3:21])([CH3:19])[CH3:18])[C@@H:11]1/[CH:24]=[CH:25]/[C@@H:26]([O:36][Si:37]([C:40]([CH3:43])([CH3:42])[CH3:41])([CH3:39])[CH3:38])[CH2:27][CH2:28][C:29]1[S:30][C:31]([CH3:35])=[C:32]([Br:34])[CH:33]=1.C[N+]1([O-])CCOCC1. (2) The reactants are [OH:1][CH:2]([CH2:12][OH:13])[CH2:3][NH:4][C:5](=[O:11])[O:6][C:7]([CH3:10])([CH3:9])[CH3:8].[Si:14](Cl)([C:17]([CH3:20])([CH3:19])[CH3:18])([CH3:16])[CH3:15].C(N(CC)CC)C. The catalyst is C(Cl)Cl.CN(C1C=CN=CC=1)C. The product is [C:7]([O:6][C:5](=[O:11])[NH:4][CH2:3][CH:2]([OH:1])[CH2:12][O:13][Si:14]([C:17]([CH3:20])([CH3:19])[CH3:18])([CH3:16])[CH3:15])([CH3:9])([CH3:10])[CH3:8]. The yield is 0.950. (3) The reactants are [Cl:1][C:2]1[CH:10]=[CH:9][CH:8]=[C:7]2[C:3]=1[C:4]([C:15]([OH:17])=O)=[CH:5][N:6]2[CH2:11][CH2:12][O:13][CH3:14].[F:18][C:19]([F:29])([F:28])[C:20]1[CH:27]=[CH:26][CH:25]=[CH:24][C:21]=1[CH2:22][NH2:23].CCN(CC)CC.N1(O)C2C=CC=CC=2N=N1.C(Cl)CCl. The catalyst is C1COCC1. The product is [F:18][C:19]([F:28])([F:29])[C:20]1[CH:27]=[CH:26][CH:25]=[CH:24][C:21]=1[CH2:22][NH:23][C:15]([C:4]1[C:3]2[C:7](=[CH:8][CH:9]=[CH:10][C:2]=2[Cl:1])[N:6]([CH2:11][CH2:12][O:13][CH3:14])[CH:5]=1)=[O:17]. The yield is 0.248. (4) The reactants are [F:1][C:2]1[C:3]([O:8][CH2:9][C:10]2[CH:17]=[CH:16][C:13]([CH:14]=O)=[CH:12][CH:11]=2)=[N:4][CH:5]=[CH:6][CH:7]=1.[N+:18]([CH3:21])([O-:20])=[O:19].C([O-])(=O)C.[NH4+].[BH4-].[Na+].C(=O)([O-])O.[Na+]. The catalyst is CS(C)=O.O.C(O)(=O)C. The product is [F:1][C:2]1[C:3]([O:8][CH2:9][C:10]2[CH:17]=[CH:16][C:13]([CH2:14][CH2:21][N+:18]([O-:20])=[O:19])=[CH:12][CH:11]=2)=[N:4][CH:5]=[CH:6][CH:7]=1. The yield is 0.640. (5) The reactants are C(OC([NH:8][C@@H:9]([C:39]([CH3:42])([CH3:41])[CH3:40])[C:10]([N:12]1[C@H:21]([C:22](=[O:34])[NH:23][C@H:24]2[C:33]3[C:28](=[CH:29][CH:30]=[CH:31][CH:32]=3)[CH2:27][CH2:26][CH2:25]2)[CH2:20][C:19]2[C:14](=[CH:15][C:16]([C:35]([O:37][CH3:38])=[O:36])=[CH:17][CH:18]=2)[CH2:13]1)=[O:11])=O)(C)(C)C.C(O)(C(F)(F)F)=O. The catalyst is C(Cl)Cl. The product is [NH2:8][C@@H:9]([C:39]([CH3:42])([CH3:41])[CH3:40])[C:10]([N:12]1[C@H:21]([C:22](=[O:34])[NH:23][C@H:24]2[C:33]3[C:28](=[CH:29][CH:30]=[CH:31][CH:32]=3)[CH2:27][CH2:26][CH2:25]2)[CH2:20][C:19]2[C:14](=[CH:15][C:16]([C:35]([O:37][CH3:38])=[O:36])=[CH:17][CH:18]=2)[CH2:13]1)=[O:11]. The yield is 0.970.